From a dataset of Forward reaction prediction with 1.9M reactions from USPTO patents (1976-2016). Predict the product of the given reaction. The product is: [Br:27][C:5]1[C:6]([N:11]2[CH2:16][CH2:15][N:14]([CH2:17][C:18]([NH:20][C:21]3[CH:26]=[CH:25][CH:24]=[CH:23][CH:22]=3)=[O:19])[CH2:13][CH2:12]2)=[C:7]2[N:8]=[C:34]([C:33]3[CH:36]=[CH:37][C:30]([N:29]([CH3:38])[CH3:28])=[CH:31][CH:32]=3)[NH:1][C:2]2=[N:3][CH:4]=1. Given the reactants [NH2:1][C:2]1[C:7]([N+:8]([O-])=O)=[C:6]([N:11]2[CH2:16][CH2:15][N:14]([CH2:17][C:18]([NH:20][C:21]3[CH:26]=[CH:25][CH:24]=[CH:23][CH:22]=3)=[O:19])[CH2:13][CH2:12]2)[C:5]([Br:27])=[CH:4][N:3]=1.[CH3:28][N:29]([CH3:38])[C:30]1[CH:37]=[CH:36][C:33]([CH:34]=O)=[CH:32][CH:31]=1.[O-]S(S([O-])=O)=O.[Na+].[Na+], predict the reaction product.